Dataset: Reaction yield outcomes from USPTO patents with 853,638 reactions. Task: Predict the reaction yield, written as a fraction of the theoretical maximum amount of product (1.0 means a 100% yield; for example, 0.34 means a 34% yield). (1) The reactants are C[O:2][C:3]([C:5]1[CH:6]=[C:7]([NH:11][C:12]2[N:17]=[C:16]([NH:18][C:19]3[CH:24]=[CH:23][CH:22]=[C:21]([C:25]([O:27]C)=[O:26])[CH:20]=3)[C:15]([F:29])=[CH:14][N:13]=2)[CH:8]=[CH:9][CH:10]=1)=[O:4].[OH-].[Na+]. The catalyst is C1COCC1.O.C(OCC)(=O)C. The product is [C:3]([C:5]1[CH:6]=[C:7]([NH:11][C:12]2[N:17]=[C:16]([NH:18][C:19]3[CH:24]=[CH:23][CH:22]=[C:21]([C:25]([OH:27])=[O:26])[CH:20]=3)[C:15]([F:29])=[CH:14][N:13]=2)[CH:8]=[CH:9][CH:10]=1)([OH:4])=[O:2]. The yield is 0.580. (2) The reactants are [CH3:1][S:2][CH:3](O)[CH2:4][CH3:5].ClCCl.C(N(CC)CC)C.[Cl-].[C:18]([O-:23])(=[O:22])[C:19]([CH3:21])=[CH2:20]. The catalyst is O. The product is [CH3:1][S:2][CH2:3][CH2:4][CH2:5][O:23][C:18](=[O:22])[C:19]([CH3:21])=[CH2:20]. The yield is 0.970. (3) The reactants are [N:1]12[CH2:8][CH2:7][CH:4]([CH2:5][CH2:6]1)[CH:3]([NH:9][C:10]([C:12]1[CH:13]=[CH:14][CH:15]=[C:16]3[O:20][C:19]([C@H:21]4[CH2:23][CH:22]4[CH3:24])=[N:18][C:17]=13)=[O:11])[CH2:2]2.[ClH:25]. The catalyst is CO.C(OCC)C. The product is [ClH:25].[N:1]12[CH2:8][CH2:7][CH:4]([CH2:5][CH2:6]1)[CH:3]([NH:9][C:10]([C:12]1[CH:13]=[CH:14][CH:15]=[C:16]3[O:20][C:19]([C@H:21]4[CH2:23][CH:22]4[CH3:24])=[N:18][C:17]=13)=[O:11])[CH2:2]2. The yield is 0.510. (4) The reactants are [Cl:1][C:2]1[C:3]([N+:13]([O-])=O)=[C:4]2[C:9](=[CH:10][CH:11]=1)[N:8]=[CH:7][C:6]([CH3:12])=[CH:5]2.Cl. The catalyst is CO.[Fe]. The product is [Cl:1][C:2]1[C:3]([NH2:13])=[C:4]2[C:9](=[CH:10][CH:11]=1)[N:8]=[CH:7][C:6]([CH3:12])=[CH:5]2. The yield is 0.850. (5) The reactants are [OH:1][N:2]1[C:7]([CH3:9])([CH3:8])[CH2:6][CH2:5][CH2:4][C:3]1([CH3:11])[CH3:10].N(OC(C)(C)C)=O.N[C:20]1[CH:25]=[CH:24][C:23]([C:26]2[CH:58]=[CH:57][C:29]3=[N:30][N:31]([C:33]4[CH:38]=[C:37]([C:39]([CH2:42][C:43]([CH3:46])([CH3:45])[CH3:44])([CH3:41])[CH3:40])[CH:36]=[C:35]([C:47]([C:50]5[CH:55]=[CH:54][CH:53]=[CH:52][CH:51]=5)([CH3:49])[CH3:48])[C:34]=4[OH:56])[N:32]=[C:28]3[CH:27]=2)=[CH:22][CH:21]=1. The catalyst is N1C=CC=CC=1. The product is [CH3:10][C:3]1([CH3:11])[CH2:4][CH2:5][CH2:6][C:7]([CH3:9])([CH3:8])[N:2]1[O:1][C:20]1[CH:21]=[CH:22][C:23]([C:26]2[CH:58]=[CH:57][C:29]3=[N:30][N:31]([C:33]4[CH:38]=[C:37]([C:39]([CH2:42][C:43]([CH3:44])([CH3:45])[CH3:46])([CH3:41])[CH3:40])[CH:36]=[C:35]([C:47]([C:50]5[CH:51]=[CH:52][CH:53]=[CH:54][CH:55]=5)([CH3:48])[CH3:49])[C:34]=4[OH:56])[N:32]=[C:28]3[CH:27]=2)=[CH:24][CH:25]=1. The yield is 0.873.